This data is from Reaction yield outcomes from USPTO patents with 853,638 reactions. The task is: Predict the reaction yield, written as a fraction of the theoretical maximum amount of product (1.0 means a 100% yield; for example, 0.34 means a 34% yield). The reactants are [B-].[Na+].O.[Cl:4][C:5]1[CH:6]=[C:7]([C:11]2[C:20]3[C:15](=[CH:16][CH:17]=[C:18]([C:21]([C:30]4[N:34]([CH3:35])[CH:33]=[N:32][CH:31]=4)([C:23]4[CH:28]=[CH:27][C:26]([CH3:29])=[CH:25][CH:24]=4)[NH2:22])[CH:19]=3)[N:14]3[N:36]=[N:37][N:38]=[C:13]3[N:12]=2)[CH:8]=[CH:9][CH:10]=1.C(Cl)Cl. The catalyst is CO. The product is [Cl:4][C:5]1[CH:6]=[C:7]([CH:11]2[C:20]3[C:15](=[CH:16][CH:17]=[C:18]([C:21]([C:30]4[N:34]([CH3:35])[CH:33]=[N:32][CH:31]=4)([C:23]4[CH:24]=[CH:25][C:26]([CH3:29])=[CH:27][CH:28]=4)[NH2:22])[CH:19]=3)[N:14]3[N:36]=[N:37][N:38]=[C:13]3[NH:12]2)[CH:8]=[CH:9][CH:10]=1. The yield is 0.280.